From a dataset of Rat liver microsome stability data. Regression/Classification. Given a drug SMILES string, predict its absorption, distribution, metabolism, or excretion properties. Task type varies by dataset: regression for continuous measurements (e.g., permeability, clearance, half-life) or binary classification for categorical outcomes (e.g., BBB penetration, CYP inhibition). Dataset: rlm. (1) The molecule is O=C(N[C@@H](Cn1ccnc1)c1ccc(Cl)cc1Cl)c1ccc(-c2nnc(-c3ccc(Cl)c(Cl)c3)o2)cc1. The result is 0 (unstable in rat liver microsomes). (2) The drug is CCOc1cccc(C(=O)Nc2nc3c(s2)CC(C(C)(C)C)CC3)c1. The result is 1 (stable in rat liver microsomes). (3) The compound is Cc1c2c(n3c1CCCNC[C@H](C)Nc1cc-3ccc1C(N)=O)CC(C)(C)CC2=O. The result is 0 (unstable in rat liver microsomes). (4) The drug is Cc1cc(C)c(-c2csc(NC(=O)c3ccncc3)n2)c(C)c1. The result is 1 (stable in rat liver microsomes). (5) The result is 1 (stable in rat liver microsomes). The drug is CC1=C(C(=O)NC2CCCC2)C(c2nn(C)cc2Cl)NC(Nc2nc3ccccc3o2)=N1.